This data is from Acute oral toxicity (LD50) regression data from Zhu et al.. The task is: Regression/Classification. Given a drug SMILES string, predict its toxicity properties. Task type varies by dataset: regression for continuous values (e.g., LD50, hERG inhibition percentage) or binary classification for toxic/non-toxic outcomes (e.g., AMES mutagenicity, cardiotoxicity, hepatotoxicity). Dataset: ld50_zhu. (1) The drug is O=c1[nH]c2ccccc2o1. The rat oral LD50 is 2.29, given as -log10 of the dose in mol/kg body weight (higher means more acutely toxic). (2) The molecule is NCC(O)c1cccc(O)c1. The rat oral LD50 is 2.59, given as -log10 of the dose in mol/kg body weight (higher means more acutely toxic). (3) The compound is COC(=O)C1=C(C#N)NC(C)=C(C(=O)OC(C)C)C1c1cccc([N+](=O)[O-])c1. The rat oral LD50 is 2.39, given as -log10 of the dose in mol/kg body weight (higher means more acutely toxic). (4) The compound is CC1(C)C(=O)N(CO)C(=O)N1CO. The rat oral LD50 is 1.97, given as -log10 of the dose in mol/kg body weight (higher means more acutely toxic). (5) The drug is COc1cc(C#N)ccc1OP(=S)(OC)OC. The rat oral LD50 is 2.00, given as -log10 of the dose in mol/kg body weight (higher means more acutely toxic).